This data is from Full USPTO retrosynthesis dataset with 1.9M reactions from patents (1976-2016). The task is: Predict the reactants needed to synthesize the given product. (1) Given the product [CH3:1][C@:2]12[C@H:60]3[CH2:61][C@H:58]([C:59]3([CH3:62])[CH3:63])[CH2:57][C@H:3]1[O:4][B:5]([C@@H:7]([NH:10][C:11]([C@H:13]1[N:17]3[C:18](=[O:44])[C:19]([NH:22][CH2:23][C:24]4[CH:29]=[CH:28][CH:27]=[C:26]([C:30]([F:32])([F:31])[F:33])[CH:25]=4)=[CH:20][N:21]=[C:16]3[C@@:15]([CH2:46][C:47]([OH:49])=[O:48])([CH3:45])[CH2:14]1)=[O:12])[CH2:8][CH3:9])[O:6]2, predict the reactants needed to synthesize it. The reactants are: [CH3:1][C@:2]12[C@H:60]3[CH2:61][C@H:58]([C:59]3([CH3:63])[CH3:62])[CH2:57][C@H:3]1[O:4][B:5]([C@@H:7]([NH:10][C:11]([C@H:13]1[N:17]3[C:18](=[O:44])[C:19]([N:22](C(OCC4C=CC=CC=4)=O)[CH2:23][C:24]4[CH:29]=[CH:28][CH:27]=[C:26]([C:30]([F:33])([F:32])[F:31])[CH:25]=4)=[CH:20][N:21]=[C:16]3[C@@:15]([CH2:46][C:47]([O:49]CC3C=CC=CC=3)=[O:48])([CH3:45])[CH2:14]1)=[O:12])[CH2:8][CH3:9])[O:6]2. (2) Given the product [CH3:10][S:7]([C:4]1[CH:5]=[CH:6][C:1]([CH2:11][Br:12])=[CH:2][CH:3]=1)(=[O:9])=[O:8], predict the reactants needed to synthesize it. The reactants are: [C:1]1([CH3:11])[CH:6]=[CH:5][C:4]([S:7]([CH3:10])(=[O:9])=[O:8])=[CH:3][CH:2]=1.[Br:12]N1C(=O)CCC1=O. (3) Given the product [CH3:1][O:2][C:3]1[CH:4]=[C:5]([C:23]2[CH:22]=[CH:21][C:20]([CH2:19][N:14]3[CH:18]=[CH:17][N:16]=[CH:15]3)=[CH:25][N:24]=2)[CH:6]=[CH:7][C:8]=1[O:9][CH3:10], predict the reactants needed to synthesize it. The reactants are: [CH3:1][O:2][C:3]1[CH:4]=[C:5](B(O)O)[CH:6]=[CH:7][C:8]=1[O:9][CH3:10].[N:14]1([CH2:19][C:20]2[CH:21]=[CH:22][C:23](Br)=[N:24][CH:25]=2)[CH:18]=[CH:17][N:16]=[CH:15]1.